Dataset: Retrosynthesis with 50K atom-mapped reactions and 10 reaction types from USPTO. Task: Predict the reactants needed to synthesize the given product. (1) Given the product O=C(Nc1ccc(N2CCSCC2)nc1)c1nc(-c2ccccc2)oc1C(F)(F)F, predict the reactants needed to synthesize it. The reactants are: Nc1ccc(N2CCSCC2)nc1.O=C(O)c1nc(-c2ccccc2)oc1C(F)(F)F. (2) Given the product CC(=O)N1CCCc2cc(S(=O)(=O)N3CC4CCC(CC4)C3)ccc21, predict the reactants needed to synthesize it. The reactants are: CC(=O)Cl.O=S(=O)(c1ccc2c(c1)CCCN2)N1CC2CCC(CC2)C1. (3) Given the product CC(C)CNc1nccc(N2CC[C@@H](N)C2)n1, predict the reactants needed to synthesize it. The reactants are: CC(C)CNc1nccc(N2CC[C@@H](NC(=O)OC(C)(C)C)C2)n1. (4) Given the product CCOC(=O)c1cc2ccc(CN(Cc3ccccc3)S(=O)(=O)c3ccccc3)cc2s1, predict the reactants needed to synthesize it. The reactants are: CCOC(=O)c1cc2ccc(CNCc3ccccc3)cc2s1.O=S(=O)(Cl)c1ccccc1. (5) Given the product Clc1cc(Nc2cccc(N3CCCC3)n2)c2nccn2n1, predict the reactants needed to synthesize it. The reactants are: C1CCNC1.Fc1cccc(Nc2cc(Cl)nn3ccnc23)n1.